This data is from Reaction yield outcomes from USPTO patents with 853,638 reactions. The task is: Predict the reaction yield, written as a fraction of the theoretical maximum amount of product (1.0 means a 100% yield; for example, 0.34 means a 34% yield). (1) The reactants are F[C:2]1[CH:7]=[CH:6][CH:5]=[CH:4][C:3]=1[N+:8]([O-:10])=[O:9].C(=O)([O-])[O-].[K+].[K+].[F:17][CH:18]([F:21])[CH2:19][OH:20].O. The catalyst is CN(C)C=O. The product is [F:17][CH:18]([F:21])[CH2:19][O:20][C:2]1[CH:7]=[CH:6][CH:5]=[CH:4][C:3]=1[N+:8]([O-:10])=[O:9]. The yield is 0.850. (2) The yield is 0.910. The reactants are C(OC(=O)[NH:7][C@@H:8]1[C@@H:25]([N:26]2[CH2:30][C@@H:29]([CH2:31][F:32])[CH2:28][C:27]2=[O:33])[CH2:24][N:11]2[CH2:12][CH2:13][C:14]3[C:19]([C@@H:10]2[CH2:9]1)=[CH:18][C:17]([O:20][CH3:21])=[C:16]([O:22][CH3:23])[CH:15]=3)(C)(C)C.N[C@@H]1[C@@H](N2C[C@@H](CF)CC2=O)CN2CCC3C([C@@H]2C1)=CC(OC)=C(OC)C=3.[ClH:62]. The product is [ClH:62].[ClH:62].[NH2:7][C@@H:8]1[C@@H:25]([N:26]2[CH2:30][C@@H:29]([CH2:31][F:32])[CH2:28][C:27]2=[O:33])[CH2:24][N:11]2[CH2:12][CH2:13][C:14]3[C:19]([C@@H:10]2[CH2:9]1)=[CH:18][C:17]([O:20][CH3:21])=[C:16]([O:22][CH3:23])[CH:15]=3. The catalyst is CC(O)C.